From a dataset of NCI-60 drug combinations with 297,098 pairs across 59 cell lines. Regression. Given two drug SMILES strings and cell line genomic features, predict the synergy score measuring deviation from expected non-interaction effect. (1) Drug 1: CN1CCC(CC1)COC2=C(C=C3C(=C2)N=CN=C3NC4=C(C=C(C=C4)Br)F)OC. Drug 2: CC1=C(C=C(C=C1)C(=O)NC2=CC(=CC(=C2)C(F)(F)F)N3C=C(N=C3)C)NC4=NC=CC(=N4)C5=CN=CC=C5. Cell line: HT29. Synergy scores: CSS=5.55, Synergy_ZIP=1.47, Synergy_Bliss=5.91, Synergy_Loewe=-0.748, Synergy_HSA=0.875. (2) Drug 1: C1=NC(=NC(=O)N1C2C(C(C(O2)CO)O)O)N. Drug 2: CC1C(C(CC(O1)OC2CC(OC(C2O)C)OC3=CC4=CC5=C(C(=O)C(C(C5)C(C(=O)C(C(C)O)O)OC)OC6CC(C(C(O6)C)O)OC7CC(C(C(O7)C)O)OC8CC(C(C(O8)C)O)(C)O)C(=C4C(=C3C)O)O)O)O. Cell line: KM12. Synergy scores: CSS=69.5, Synergy_ZIP=-2.49, Synergy_Bliss=-2.07, Synergy_Loewe=-6.09, Synergy_HSA=-3.39. (3) Drug 1: CCC1(CC2CC(C3=C(CCN(C2)C1)C4=CC=CC=C4N3)(C5=C(C=C6C(=C5)C78CCN9C7C(C=CC9)(C(C(C8N6C)(C(=O)OC)O)OC(=O)C)CC)OC)C(=O)OC)O.OS(=O)(=O)O. Drug 2: CC1CCCC2(C(O2)CC(NC(=O)CC(C(C(=O)C(C1O)C)(C)C)O)C(=CC3=CSC(=N3)C)C)C. Cell line: 786-0. Synergy scores: CSS=53.5, Synergy_ZIP=3.52, Synergy_Bliss=2.31, Synergy_Loewe=-3.21, Synergy_HSA=2.88. (4) Drug 1: COC1=C(C=C2C(=C1)N=CN=C2NC3=CC(=C(C=C3)F)Cl)OCCCN4CCOCC4. Drug 2: CS(=O)(=O)CCNCC1=CC=C(O1)C2=CC3=C(C=C2)N=CN=C3NC4=CC(=C(C=C4)OCC5=CC(=CC=C5)F)Cl. Cell line: OVCAR-4. Synergy scores: CSS=20.3, Synergy_ZIP=-4.84, Synergy_Bliss=-0.868, Synergy_Loewe=0.242, Synergy_HSA=0.833. (5) Drug 1: CC1C(C(CC(O1)OC2CC(CC3=C2C(=C4C(=C3O)C(=O)C5=C(C4=O)C(=CC=C5)OC)O)(C(=O)CO)O)N)O.Cl. Drug 2: C1=NC2=C(N1)C(=S)N=C(N2)N. Cell line: TK-10. Synergy scores: CSS=29.2, Synergy_ZIP=-1.93, Synergy_Bliss=0.432, Synergy_Loewe=-17.3, Synergy_HSA=0.0987. (6) Drug 1: COC1=NC(=NC2=C1N=CN2C3C(C(C(O3)CO)O)O)N. Drug 2: CC1=C(N=C(N=C1N)C(CC(=O)N)NCC(C(=O)N)N)C(=O)NC(C(C2=CN=CN2)OC3C(C(C(C(O3)CO)O)O)OC4C(C(C(C(O4)CO)O)OC(=O)N)O)C(=O)NC(C)C(C(C)C(=O)NC(C(C)O)C(=O)NCCC5=NC(=CS5)C6=NC(=CS6)C(=O)NCCC[S+](C)C)O. Cell line: UACC-257. Synergy scores: CSS=6.93, Synergy_ZIP=-1.60, Synergy_Bliss=2.15, Synergy_Loewe=0.829, Synergy_HSA=2.55.